Dataset: Full USPTO retrosynthesis dataset with 1.9M reactions from patents (1976-2016). Task: Predict the reactants needed to synthesize the given product. (1) Given the product [CH3:1][S:2]([CH2:3][CH2:4][NH:5][C:6](=[O:12])[O:7][C:8]([CH3:9])([CH3:11])[CH3:10])(=[O:21])=[O:24], predict the reactants needed to synthesize it. The reactants are: [CH3:1][S:2][CH2:3][CH2:4][NH:5][C:6](=[O:12])[O:7][C:8]([CH3:11])([CH3:10])[CH3:9].C1C=C(Cl)C=C(C(OO)=[O:21])C=1.[OH2:24].C(=O)(O)[O-].[Na+]. (2) Given the product [Br:16][C:6]1[CH:5]=[C:4]2[C:9](=[CH:8][CH:7]=1)[NH:1][C:2](=[O:10])[CH2:3]2, predict the reactants needed to synthesize it. The reactants are: [NH:1]1[C:9]2[C:4](=[CH:5][CH:6]=[CH:7][CH:8]=2)[CH2:3][C:2]1=[O:10].C([O-])(=O)C.[Na+].[Br:16]Br.O. (3) Given the product [N:13]1[CH:14]=[CH:15][CH:16]=[CH:17][C:12]=1[CH2:11][N:6]1[C:7]2[C:3](=[C:2]([C:60]3[CH:61]=[N:56][CH:57]=[N:58][CH:59]=3)[CH:10]=[CH:9][CH:8]=2)[C:4]2([CH2:21][O:20][C:19]3[CH:22]=[C:23]4[C:27](=[CH:28][C:18]2=3)[CH2:26][CH2:25][O:24]4)[CH2:5]1, predict the reactants needed to synthesize it. The reactants are: Br[C:2]1[CH:10]=[CH:9][CH:8]=[C:7]2[C:3]=1[C:4]1([CH2:21][O:20][C:19]3[CH:22]=[C:23]4[C:27](=[CH:28][C:18]1=3)[CH2:26][CH2:25][O:24]4)[CH2:5][N:6]2[CH2:11][C:12]1[CH:17]=[CH:16][CH:15]=[CH:14][N:13]=1.BrC1C=CC=C2C=1C1(C3=CC4OCOC=4C=C3OC1)C(=O)N2CCCCC.[N:56]1[CH:61]=[C:60](B(O)O)[CH:59]=[N:58][CH:57]=1.CN(C)C1N=CC(B(O)O)=CC=1. (4) Given the product [CH2:26]([O:25][C:19]1[CH2:20][CH2:21][CH2:22][C:23](=[O:24])[C:18]=1[C:16]([C:7]1[CH:8]=[N:9][C:10]2[C:5]([CH:6]=1)=[CH:4][CH:3]=[C:2]([O:1][CH2:2][C:3]#[C:4][CH3:5])[N:11]=2)=[O:17])[C:27]#[C:28][CH3:29], predict the reactants needed to synthesize it. The reactants are: [OH:1][C:2]1[N:11]=[C:10]2[C:5]([CH:6]=[C:7]([C:16]([CH:18]3[C:23](=[O:24])[CH2:22][CH2:21][CH2:20][C:19]3=[O:25])=[O:17])[C:8](C(F)(F)F)=[N:9]2)=[CH:4][CH:3]=1.[CH2:26](Br)[C:27]#[C:28][CH3:29]. (5) Given the product [CH:35]1([C@H:33]([NH:32][C:21]2[N:20]=[C:19]([C:39]#[N:40])[N:18]=[C:17]3[C:22]=2[N:23]([CH2:24][C@H:25]2[CH2:26][CH2:27][C@H:28]([CH3:31])[CH2:29][CH2:30]2)[C:15]([S:13][C:7]2[CH:12]=[CH:11][CH:10]=[CH:9][CH:8]=2)=[N:16]3)[CH3:34])[CH2:38][CH2:37][CH2:36]1, predict the reactants needed to synthesize it. The reactants are: C([O-])([O-])=O.[K+].[K+].[C:7]1([SH:13])[CH:12]=[CH:11][CH:10]=[CH:9][CH:8]=1.Br[C:15]1[N:23]([CH2:24][C@H:25]2[CH2:30][CH2:29][C@H:28]([CH3:31])[CH2:27][CH2:26]2)[C:22]2[C:17](=[N:18][C:19]([C:39]#[N:40])=[N:20][C:21]=2[NH:32][C@@H:33]([CH:35]2[CH2:38][CH2:37][CH2:36]2)[CH3:34])[N:16]=1. (6) Given the product [F:22][C:23]1([F:46])[CH2:28][CH2:27][CH:26]([O:29][C:30]2[C:31]([C:42]([F:43])([F:44])[F:45])=[C:32]3[C:37](=[CH:38][CH:39]=2)[CH:36]=[C:35]([CH2:40][N:14]2[CH:12]4[CH2:11][CH2:10][CH2:9][CH:8]2[CH2:7][CH:6]([C:4]([OH:3])=[O:5])[CH2:13]4)[CH:34]=[CH:33]3)[CH2:25][CH2:24]1, predict the reactants needed to synthesize it. The reactants are: Cl.C[O:3][C:4]([CH:6]1[CH2:13][CH:12]2[NH:14][CH:8]([CH2:9][CH2:10][CH2:11]2)[CH2:7]1)=[O:5].C(N(CC)CC)C.[F:22][C:23]1([F:46])[CH2:28][CH2:27][CH:26]([O:29][C:30]2[C:31]([C:42]([F:45])([F:44])[F:43])=[C:32]3[C:37](=[CH:38][CH:39]=2)[CH:36]=[C:35]([CH:40]=O)[CH:34]=[CH:33]3)[CH2:25][CH2:24]1.C(O[BH-](OC(=O)C)OC(=O)C)(=O)C.[Na+]. (7) Given the product [CH3:25][C:26]1[C:34]2[C:33]([NH:35][C:36]3[C:37]([O:42][CH:43]4[CH2:44][CH2:45][O:46][CH2:47][CH2:48]4)=[N:38][CH:39]=[CH:40][CH:41]=3)=[N:32][CH:31]=[N:30][C:29]=2[S:28][C:27]=1[C:49]([NH:61][CH2:62][CH2:63][N:64]1[CH2:68][CH2:67][CH2:66][CH2:65]1)=[O:50], predict the reactants needed to synthesize it. The reactants are: CN(C(ON1N=NC2C=CC=NC1=2)=[N+](C)C)C.F[P-](F)(F)(F)(F)F.[CH3:25][C:26]1[C:34]2[C:33]([NH:35][C:36]3[C:37]([O:42][CH:43]4[CH2:48][CH2:47][O:46][CH2:45][CH2:44]4)=[N:38][CH:39]=[CH:40][CH:41]=3)=[N:32][CH:31]=[N:30][C:29]=2[S:28][C:27]=1[C:49](O)=[O:50].CCN(C(C)C)C(C)C.[NH2:61][CH2:62][CH2:63][N:64]1[CH2:68][CH2:67][CH2:66][CH2:65]1.